From a dataset of Peptide-MHC class I binding affinity with 185,985 pairs from IEDB/IMGT. Regression. Given a peptide amino acid sequence and an MHC pseudo amino acid sequence, predict their binding affinity value. This is MHC class I binding data. The peptide sequence is TVAPPAPVY. The MHC is HLA-A80:01 with pseudo-sequence HLA-A80:01. The binding affinity (normalized) is 0.0847.